This data is from Reaction yield outcomes from USPTO patents with 853,638 reactions. The task is: Predict the reaction yield, written as a fraction of the theoretical maximum amount of product (1.0 means a 100% yield; for example, 0.34 means a 34% yield). (1) The reactants are [F:1][C:2]1[CH:9]=[C:8]([C:10]([CH3:16])([CH3:15])[CH2:11][CH2:12][CH2:13][CH3:14])[CH:7]=[CH:6][C:3]=1[CH:4]=[O:5].C(=O)C1C=CC=CC=1.[BH4-].[K+]. No catalyst specified. The product is [F:1][C:2]1[CH:9]=[C:8]([C:10]([CH3:15])([CH3:16])[CH2:11][CH2:12][CH2:13][CH3:14])[CH:7]=[CH:6][C:3]=1[CH2:4][OH:5]. The yield is 0.450. (2) The reactants are [CH3:1][N:2]([CH3:23])[CH2:3][CH2:4][N:5]1[CH2:10][CH2:9][S:8][C:7]2[CH:11]=[C:12]([NH:15][C:16]([C:18]3[O:19][CH:20]=[CH:21][CH:22]=3)=[NH:17])[CH:13]=[CH:14][C:6]1=2.[ClH:24].CCOCC. The catalyst is CO. The product is [ClH:24].[ClH:24].[CH3:1][N:2]([CH3:23])[CH2:3][CH2:4][N:5]1[CH2:10][CH2:9][S:8][C:7]2[CH:11]=[C:12]([NH:15][C:16]([C:18]3[O:19][CH:20]=[CH:21][CH:22]=3)=[NH:17])[CH:13]=[CH:14][C:6]1=2. The yield is 0.930. (3) The reactants are [CH3:1][O:2][C:3]1[CH:4]=[C:5]2[C:10](=[CH:11][C:12]=1[O:13][CH3:14])[N:9]=[CH:8][N:7]=[C:6]2[N:15]1[CH2:20][CH2:19][CH:18]([OH:21])[CH2:17][CH2:16]1.[H-].[Na+].[N+](C1C=CC([O:33][C:34](=O)[NH:35][C:36]2[CH:37]=[N:38][C:39]([O:42][CH:43]3[CH2:46][CH2:45][CH2:44]3)=[CH:40][CH:41]=2)=CC=1)([O-])=O. The catalyst is C1COCC1. The product is [CH3:1][O:2][C:3]1[CH:4]=[C:5]2[C:10](=[CH:11][C:12]=1[O:13][CH3:14])[N:9]=[CH:8][N:7]=[C:6]2[N:15]1[CH2:16][CH2:17][CH:18]([O:21][C:34](=[O:33])[NH:35][C:36]2[CH:37]=[N:38][C:39]([O:42][CH:43]3[CH2:46][CH2:45][CH2:44]3)=[CH:40][CH:41]=2)[CH2:19][CH2:20]1. The yield is 0.350.